Dataset: Reaction yield outcomes from USPTO patents with 853,638 reactions. Task: Predict the reaction yield, written as a fraction of the theoretical maximum amount of product (1.0 means a 100% yield; for example, 0.34 means a 34% yield). (1) The reactants are CSC.B.B1(C)OC(C2C=CC=CC=2)(C2C=CC=CC=2)[C@H]2N1CCC2.[CH3:26][C:27]1[C:45]([C:46]([F:49])([F:48])[F:47])=[CH:44][C:30]2[N:31]([C:37]([O:39][C:40]([CH3:43])([CH3:42])[CH3:41])=[O:38])[CH2:32][CH2:33][CH2:34][C:35](=[O:36])[C:29]=2[CH:28]=1.CO. The catalyst is ClCCl. The product is [OH:36][C@@H:35]1[CH2:34][CH2:33][CH2:32][N:31]([C:37]([O:39][C:40]([CH3:43])([CH3:42])[CH3:41])=[O:38])[C:30]2[CH:44]=[C:45]([C:46]([F:49])([F:47])[F:48])[C:27]([CH3:26])=[CH:28][C:29]1=2. The yield is 0.760. (2) The reactants are [Br:1][CH2:2][CH2:3][CH2:4][CH2:5][CH2:6][CH2:7][C:8]1([CH2:30][CH2:31][CH2:32][CH2:33][CH2:34][CH2:35][Br:36])[C:20]2[C:19](B3OC(C)(C)C(C)(C)O3)=[CH:18][CH:17]=[CH:16][C:15]=2[C:14]2[C:9]1=[CH:10][CH:11]=[CH:12][CH:13]=2.Br[C:38]1[C:43]2[N:44]=[N:45][S:46][C:42]=2[C:41]([Br:47])=[CH:40][CH:39]=1.C(=O)([O-])[O-].[K+].[K+].O. The catalyst is C1C=CC([P]([Pd]([P](C2C=CC=CC=2)(C2C=CC=CC=2)C2C=CC=CC=2)([P](C2C=CC=CC=2)(C2C=CC=CC=2)C2C=CC=CC=2)[P](C2C=CC=CC=2)(C2C=CC=CC=2)C2C=CC=CC=2)(C2C=CC=CC=2)C2C=CC=CC=2)=CC=1.C1(C)C=CC=CC=1. The product is [Br:1][CH2:2][CH2:3][CH2:4][CH2:5][CH2:6][CH2:7][C:8]1([CH2:30][CH2:31][CH2:32][CH2:33][CH2:34][CH2:35][Br:36])[C:9]2[C:10]([C:38]3[C:43]4[N:44]=[N:45][S:46][C:42]=4[C:41]([Br:47])=[CH:40][CH:39]=3)=[CH:11][CH:12]=[CH:13][C:14]=2[C:15]2[C:20]1=[CH:19][CH:18]=[CH:17][CH:16]=2. The yield is 0.620. (3) The catalyst is C(Cl)Cl.CC1(C)N(OC)C(C)(C)CCC1. The yield is 0.850. The reactants are [OH:1][CH:2]1[CH2:6][CH2:5][N:4]([S:7]([C:10]2[CH:17]=[CH:16][C:13]([C:14]#[N:15])=[CH:12][CH:11]=2)(=[O:9])=[O:8])[CH2:3]1.C(=O)([O-])O.[Na+].Cl[O-].[Na+]. The product is [O:1]=[C:2]1[CH2:6][CH2:5][N:4]([S:7]([C:10]2[CH:17]=[CH:16][C:13]([C:14]#[N:15])=[CH:12][CH:11]=2)(=[O:9])=[O:8])[CH2:3]1. (4) The reactants are [C:1]([O:4][C@H:5]1[CH2:9][C@H:8]([N:10]2[CH:18]=[N:17][C:16]3[C:11]2=[N:12][CH:13]=[N:14][C:15]=3[NH:19][C@@H:20]2[C:28]3[C:23](=[CH:24][CH:25]=[CH:26][CH:27]=3)[CH2:22][CH2:21]2)[O:7][C@@H:6]1[CH2:29][OH:30])(=[O:3])[CH3:2].Cl[S:32]([NH2:35])(=[O:34])=[O:33]. No catalyst specified. The product is [C:1]([O:4][C@H:5]1[CH2:9][C@H:8]([N:10]2[CH:18]=[N:17][C:16]3[C:11]2=[N:12][CH:13]=[N:14][C:15]=3[NH:19][C@@H:20]2[C:28]3[C:23](=[CH:24][CH:25]=[CH:26][CH:27]=3)[CH2:22][CH2:21]2)[O:7][C@@H:6]1[CH2:29][O:30][S:32]([NH2:35])(=[O:34])=[O:33])(=[O:3])[CH3:2]. The yield is 0.740. (5) The reactants are C[O:2][C:3]1[CH:8]=[CH:7][C:6]([C:9]2[C:14]3[S:15][CH:16]=[C:17]([C:18]4[NH:22][N:21]=[C:20]([NH:23][C:24]5[CH:29]=[CH:28][C:27]([S:30]([NH2:33])(=[O:32])=[O:31])=[CH:26][CH:25]=5)[CH:19]=4)[C:13]=3[CH:12]=[CH:11][CH:10]=2)=[CH:5][CH:4]=1.OC1C=C(C2C3SC=C(C4NN=C(NC5C=CC(S(N)(=O)=O)=CC=5)C=4)C=3C=CC=2)C=CC=1. No catalyst specified. The product is [OH:2][C:3]1[CH:4]=[CH:5][C:6]([C:9]2[C:14]3[S:15][CH:16]=[C:17]([C:18]4[NH:22][N:21]=[C:20]([NH:23][C:24]5[CH:29]=[CH:28][C:27]([S:30]([NH2:33])(=[O:32])=[O:31])=[CH:26][CH:25]=5)[CH:19]=4)[C:13]=3[CH:12]=[CH:11][CH:10]=2)=[CH:7][CH:8]=1. The yield is 0.630. (6) The reactants are [CH3:1][O:2][C:3]1[CH:4]=[C:5]([C:9](=[O:11])[CH3:10])[CH:6]=[CH:7][CH:8]=1.[Br:12]Br. The catalyst is C(Cl)(Cl)Cl. The product is [Br:12][CH2:10][C:9]([C:5]1[CH:6]=[CH:7][CH:8]=[C:3]([O:2][CH3:1])[CH:4]=1)=[O:11]. The yield is 0.840.